This data is from Full USPTO retrosynthesis dataset with 1.9M reactions from patents (1976-2016). The task is: Predict the reactants needed to synthesize the given product. Given the product [Br:1][C:2]1[CH:3]=[C:4]([C:17]#[C:16][C:18]2[CH:19]=[C:20]([Si:24]([CH3:26])([CH3:25])[CH3:27])[CH:21]=[CH:22][CH:23]=2)[CH:5]=[CH:6][CH:7]=1, predict the reactants needed to synthesize it. The reactants are: [Br:1][C:2]1[CH:7]=[CH:6][CH:5]=[C:4](I)[CH:3]=1.C(N(CC)CC)C.[C:16]([C:18]1[CH:19]=[C:20]([Si:24]([CH3:27])([CH3:26])[CH3:25])[CH:21]=[CH:22][CH:23]=1)#[CH:17].